Dataset: NCI-60 drug combinations with 297,098 pairs across 59 cell lines. Task: Regression. Given two drug SMILES strings and cell line genomic features, predict the synergy score measuring deviation from expected non-interaction effect. (1) Drug 1: CN(C)N=NC1=C(NC=N1)C(=O)N. Drug 2: C1CC(C1)(C(=O)O)C(=O)O.[NH2-].[NH2-].[Pt+2]. Cell line: SF-539. Synergy scores: CSS=30.3, Synergy_ZIP=-9.97, Synergy_Bliss=-3.05, Synergy_Loewe=-15.7, Synergy_HSA=-1.65. (2) Drug 1: CC12CCC3C(C1CCC2=O)CC(=C)C4=CC(=O)C=CC34C. Drug 2: CN(CC1=CN=C2C(=N1)C(=NC(=N2)N)N)C3=CC=C(C=C3)C(=O)NC(CCC(=O)O)C(=O)O. Cell line: RXF 393. Synergy scores: CSS=38.0, Synergy_ZIP=-2.74, Synergy_Bliss=-0.358, Synergy_Loewe=-5.68, Synergy_HSA=-0.370. (3) Drug 1: C1CC(=O)NC(=O)C1N2CC3=C(C2=O)C=CC=C3N. Drug 2: CC1=C(C=C(C=C1)NC(=O)C2=CC=C(C=C2)CN3CCN(CC3)C)NC4=NC=CC(=N4)C5=CN=CC=C5. Cell line: HS 578T. Synergy scores: CSS=3.78, Synergy_ZIP=0.726, Synergy_Bliss=2.92, Synergy_Loewe=0.0798, Synergy_HSA=1.66. (4) Drug 1: C1CN1P(=S)(N2CC2)N3CC3. Drug 2: CN(C(=O)NC(C=O)C(C(C(CO)O)O)O)N=O. Cell line: RPMI-8226. Synergy scores: CSS=12.1, Synergy_ZIP=-3.50, Synergy_Bliss=1.12, Synergy_Loewe=-11.5, Synergy_HSA=2.09. (5) Drug 1: C1CC(=O)NC(=O)C1N2C(=O)C3=CC=CC=C3C2=O. Drug 2: CC1C(C(CC(O1)OC2CC(CC3=C2C(=C4C(=C3O)C(=O)C5=C(C4=O)C(=CC=C5)OC)O)(C(=O)CO)O)N)O.Cl. Cell line: SN12C. Synergy scores: CSS=36.8, Synergy_ZIP=-1.58, Synergy_Bliss=-3.87, Synergy_Loewe=-27.9, Synergy_HSA=-3.39. (6) Cell line: NCI/ADR-RES. Drug 1: CCC(=C(C1=CC=CC=C1)C2=CC=C(C=C2)OCCN(C)C)C3=CC=CC=C3.C(C(=O)O)C(CC(=O)O)(C(=O)O)O. Synergy scores: CSS=-1.05, Synergy_ZIP=-0.743, Synergy_Bliss=-3.10, Synergy_Loewe=-5.72, Synergy_HSA=-4.58. Drug 2: CC12CCC3C(C1CCC2OP(=O)(O)O)CCC4=C3C=CC(=C4)OC(=O)N(CCCl)CCCl.[Na+].